The task is: Predict the reaction yield, written as a fraction of the theoretical maximum amount of product (1.0 means a 100% yield; for example, 0.34 means a 34% yield).. This data is from Reaction yield outcomes from USPTO patents with 853,638 reactions. (1) The product is [NH2:52][C:33]1[N:34]=[CH:35][C:36]([C:38]2[C:39]([CH2:49][O:50][CH3:51])=[N:40][N:41]([CH:43]3[CH2:48][CH2:47][N:46]([C:56](=[O:57])[CH2:55][N:54]([CH3:59])[CH3:53])[CH2:45][CH2:44]3)[CH:42]=2)=[CH:37][C:32]=1[C:24]1[O:23][C:27]2[CH:28]=[CH:29][CH:30]=[CH:31][C:26]=2[N:25]=1. The reactants are F[B-](F)(F)F.N1([O+]=C(N(C)C)N(C)C)C2C=CC=CC=2N=N1.[O:23]1[C:27]2[CH:28]=[CH:29][CH:30]=[CH:31][C:26]=2[N:25]=[C:24]1[C:32]1[C:33]([NH2:52])=[N:34][CH:35]=[C:36]([C:38]2[C:39]([CH2:49][O:50][CH3:51])=[N:40][N:41]([CH:43]3[CH2:48][CH2:47][NH:46][CH2:45][CH2:44]3)[CH:42]=2)[CH:37]=1.[CH3:53][N:54]([CH3:59])[CH2:55][C:56](O)=[O:57].CN1CCOCC1. The catalyst is CN1C(=O)CCC1. The yield is 0.690. (2) The reactants are FC1C=CC(C2N=C(C([N:20]3[CH2:29][CH2:28][C:27]4[C:22](=[CH:23][CH:24]=[CH:25][C:26]=4F)[CH2:21]3)=O)C3C(=CC=CC=3)N=2)=CC=1.FC1C=CC(C2N=C(C(O)=[O:49])C3C(=CC=CC=3)N=2)=CC=1.Cl.FC1C=CC=C2C=1C[CH2:56][NH:57][CH2:58]2. No catalyst specified. The product is [OH:49][C:26]1[C:25]([N:57]([CH3:58])[CH3:56])=[CH:24][CH:23]=[C:22]2[C:27]=1[CH2:28][CH2:29][NH:20][CH2:21]2. The yield is 0.270. (3) The reactants are [Cl:1][C:2]1[N:3]([C@@H:19]2[O:25][C@H:24]([CH2:26][O:27]C(=O)C)[C@@H:22]([OH:23])[C@H:20]2[OH:21])[C:4]2[C:9]([C:10]=1[C:11](=[O:16])[C:12]([F:15])([F:14])[F:13])=[CH:8][C:7]([Cl:17])=[C:6]([Cl:18])[CH:5]=2.C[O-].[Na+]. The catalyst is CO.CO.C(Cl)(Cl)Cl. The product is [Cl:1][C:2]1[N:3]([C@@H:19]2[O:25][C@H:24]([CH2:26][OH:27])[C@@H:22]([OH:23])[C@H:20]2[OH:21])[C:4]2[C:9]([C:10]=1[C:11](=[O:16])[C:12]([F:13])([F:14])[F:15])=[CH:8][C:7]([Cl:17])=[C:6]([Cl:18])[CH:5]=2. The yield is 0.560. (4) The reactants are [CH:1]1([CH:7]([N:9]2[C:13]([C:14]3[CH:19]=[C:18]([C:20]([CH3:23])([CH3:22])[CH3:21])[CH:17]=[C:16]([C:24]([CH3:27])([CH3:26])[CH3:25])[CH:15]=3)=[CH:12][C:11]([C:28]([OH:30])=O)=[C:10]2[CH3:31])[CH3:8])[CH2:6][CH2:5][CH2:4][CH2:3][CH2:2]1.CN(C(ON1N=NC2C=CC=NC1=2)=[N+](C)C)C.F[P-](F)(F)(F)(F)F.CCN(C(C)C)C(C)C.[O:65]1[CH2:68][CH:67]([NH2:69])[CH2:66]1. The catalyst is CN(C=O)C. The product is [CH:1]1([CH:7]([N:9]2[C:13]([C:14]3[CH:15]=[C:16]([C:24]([CH3:27])([CH3:25])[CH3:26])[CH:17]=[C:18]([C:20]([CH3:21])([CH3:22])[CH3:23])[CH:19]=3)=[CH:12][C:11]([C:28]([NH:69][CH:67]3[CH2:68][O:65][CH2:66]3)=[O:30])=[C:10]2[CH3:31])[CH3:8])[CH2:2][CH2:3][CH2:4][CH2:5][CH2:6]1. The yield is 0.420. (5) The reactants are N[C:2]1[CH:3]=[C:4]([F:16])[CH:5]=[C:6]([C:8]2[C:9]([C:14]#[N:15])=[CH:10][CH:11]=[CH:12][CH:13]=2)[CH:7]=1.N([O-])=O.[Na+].[BrH:21]. The catalyst is O1CCOCC1.O.[Cu]Br. The product is [Br:21][C:2]1[CH:3]=[C:4]([F:16])[CH:5]=[C:6]([C:8]2[C:9]([C:14]#[N:15])=[CH:10][CH:11]=[CH:12][CH:13]=2)[CH:7]=1. The yield is 0.940.